Dataset: Catalyst prediction with 721,799 reactions and 888 catalyst types from USPTO. Task: Predict which catalyst facilitates the given reaction. (1) Reactant: [S:1]1[C:6]2[CH:7]=[CH:8][CH:9]=[CH:10][C:5]=2[NH:4][CH2:3][CH2:2]1.[N:11]([O-])=[O:12].[Na+]. Product: [N:11]([N:4]1[CH2:3][CH2:2][S:1][C:6]2[CH:7]=[CH:8][CH:9]=[CH:10][C:5]1=2)=[O:12]. The catalyst class is: 126. (2) Reactant: O=[C:2]1[CH2:7][CH2:6][N:5]([C:8]([O:10][C:11]([CH3:14])([CH3:13])[CH3:12])=[O:9])[CH2:4][CH2:3]1.[H][H].[CH3:17][NH2:18]. Product: [CH3:17][NH:18][CH:2]1[CH2:7][CH2:6][N:5]([C:8]([O:10][C:11]([CH3:14])([CH3:13])[CH3:12])=[O:9])[CH2:4][CH2:3]1. The catalyst class is: 45. (3) Reactant: [N+:1]([O-:4])(O)=[O:2].C(O)(=O)C.[F:9][CH2:10][C:11]1[N:16]=[C:15]([OH:17])[CH:14]=[C:13]([OH:18])[N:12]=1. Product: [F:9][CH2:10][C:11]1[N:16]=[C:15]([OH:17])[C:14]([N+:1]([O-:4])=[O:2])=[C:13]([OH:18])[N:12]=1. The catalyst class is: 6. (4) Reactant: [Br:1][C:2]1[C:3]([OH:15])=[C:4]([C:12]([OH:14])=O)[C:5]2[N:6]=[CH:7][CH:8]=[N:9][C:10]=2[CH:11]=1.Cl.[CH2:17]([O:19][C:20](=[O:23])[CH2:21][NH2:22])[CH3:18].C(N(CC)CC)C.C1CN([P+](ON2N=NC3C=CC=CC2=3)(N2CCCC2)N2CCCC2)CC1.F[P-](F)(F)(F)(F)F. Product: [Br:1][C:2]1[CH:11]=[C:10]2[C:5]([N:6]=[CH:7][CH:8]=[N:9]2)=[C:4]([C:12]([NH:22][CH2:21][C:20]([O:19][CH2:17][CH3:18])=[O:23])=[O:14])[C:3]=1[OH:15]. The catalyst class is: 4. (5) Reactant: [N:1]1[C:9]([NH2:10])=[C:8]2[C:4]([N:5]([C:11]([C@@H:13]([C@H:24]([CH2:37][OH:38])[O:25][CH2:26][P:27]([O:33][CH:34]([CH3:36])[CH3:35])([O:29][CH:30]([CH3:32])[CH3:31])=[O:28])OC(OC3C=CC=CC=3)=S)=[O:12])[CH:6]=[N:7]2)=[N:3][CH:2]=1.CC(N=NC(C#N)(C)C)(C#N)C. Product: [N:1]1[C:9]([NH2:10])=[C:8]2[C:4]([N:5]([C:11]([CH2:13][C@H:24]([CH2:37][OH:38])[O:25][CH2:26][P:27]([O:33][CH:34]([CH3:36])[CH3:35])([O:29][CH:30]([CH3:32])[CH3:31])=[O:28])=[O:12])[CH:6]=[N:7]2)=[N:3][CH:2]=1. The catalyst class is: 11. (6) Reactant: [CH3:1][C:2]12[C:8]([CH3:10])([CH3:9])[C:5]([C:11]([O:13][CH2:14][CH:15]3[CH:17]([CH2:18][O:19][CH3:20])[C:16]3([CH3:33])[C:21]3[CH:26]=[C:25]([CH:27]([CH3:29])[CH3:28])[CH:24]=[C:23]([CH:30]([CH3:32])[CH3:31])[CH:22]=3)=[O:12])([CH2:6][CH2:7]1)[O:4][C:3]2=[O:34].COCC1[C@H](CO)C1(C)C1C=C(C(C)C)C=C(C(C)C)C=1.CCOC(C)=O. Product: [CH3:1][C:2]12[C:8]([CH3:9])([CH3:10])[C:5]([C:11]([O:13][CH2:14][C@@H:15]3[C@@H:17]([CH2:18][O:19][CH3:20])[C@:16]3([CH3:33])[C:21]3[CH:26]=[C:25]([CH:27]([CH3:28])[CH3:29])[CH:24]=[C:23]([CH:30]([CH3:32])[CH3:31])[CH:22]=3)=[O:12])([CH2:6][CH2:7]1)[O:4][C:3]2=[O:34]. The catalyst class is: 81. (7) Reactant: [NH:1]1[CH2:5][CH2:4][CH2:3][CH:2]1[C:6]([OH:8])=[O:7].C=O.[CH3:11]C(O)=O. Product: [CH3:11][N:1]1[CH2:5][CH2:4][CH2:3][CH:2]1[C:6]([OH:8])=[O:7]. The catalyst class is: 19.